Predict the reaction yield, written as a fraction of the theoretical maximum amount of product (1.0 means a 100% yield; for example, 0.34 means a 34% yield). From a dataset of Reaction yield outcomes from USPTO patents with 853,638 reactions. (1) The reactants are [N:1]([C:4]1[CH:9]=[CH:8][C:7]([O:10][CH3:11])=[CH:6][CH:5]=1)=[N+:2]=[N-:3].[F:12][C:13]1[CH:18]=[C:17]([F:19])[CH:16]=[CH:15][C:14]=1[CH2:20][C:21]#[N:22].C[O-].[Na+]. The catalyst is C(O)C. The product is [F:12][C:13]1[CH:18]=[C:17]([F:19])[CH:16]=[CH:15][C:14]=1[C:20]1[N:3]=[N:2][N:1]([C:4]2[CH:5]=[CH:6][C:7]([O:10][CH3:11])=[CH:8][CH:9]=2)[C:21]=1[NH2:22]. The yield is 0.480. (2) The reactants are [CH3:1][C:2]1([CH3:13])[C:6]2[CH:7]=[CH:8][C:9]([NH:11][CH3:12])=[CH:10][C:5]=2[O:4][CH2:3]1.[CH2:14]([O:21][C:22]1[CH:27]=[CH:26][C:25](Br)=[CH:24][CH:23]=1)[C:15]1[CH:20]=[CH:19][CH:18]=[CH:17][CH:16]=1.CC([O-])(C)C.[K+]. The catalyst is C1(C)C=CC=CC=1.C1C=CC(/C=C/C(/C=C/C2C=CC=CC=2)=O)=CC=1.C1C=CC(/C=C/C(/C=C/C2C=CC=CC=2)=O)=CC=1.C1C=CC(/C=C/C(/C=C/C2C=CC=CC=2)=O)=CC=1.[Pd].[Pd].COC1C=CC=C(OC)C=1C1C=CC=CC=1P(C1CCCCC1)C1CCCCC1. The product is [CH2:14]([O:21][C:22]1[CH:27]=[CH:26][C:25]([N:11]([C:9]2[CH:8]=[CH:7][C:6]3[C:2]([CH3:13])([CH3:1])[CH2:3][O:4][C:5]=3[CH:10]=2)[CH3:12])=[CH:24][CH:23]=1)[C:15]1[CH:20]=[CH:19][CH:18]=[CH:17][CH:16]=1. The yield is 0.990. (3) The reactants are [OH-].[K+].[C:3]([O:7][C:8]([N:10]1[CH2:14][CH2:13][C:12]([CH2:26][C:27]2[CH:32]=[CH:31][CH:30]=[CH:29][CH:28]=2)([C:15]([C:17]2[CH:18]=[C:19]3[C:23](=[CH:24][CH:25]=2)[NH:22][CH:21]=[CH:20]3)=[O:16])[CH2:11]1)=[O:9])([CH3:6])([CH3:5])[CH3:4].[I:33]I.[H-].[Na+].[C:37]1([S:43](Cl)(=[O:45])=[O:44])[CH:42]=[CH:41][CH:40]=[CH:39][CH:38]=1. The catalyst is CN(C=O)C. The product is [C:3]([O:7][C:8]([N:10]1[CH2:14][CH2:13][C:12]([C:15]([C:17]2[CH:18]=[C:19]3[C:23](=[CH:24][CH:25]=2)[N:22]([S:43]([C:37]2[CH:42]=[CH:41][CH:40]=[CH:39][CH:38]=2)(=[O:45])=[O:44])[CH:21]=[C:20]3[I:33])=[O:16])([CH2:26][C:27]2[CH:28]=[CH:29][CH:30]=[CH:31][CH:32]=2)[CH2:11]1)=[O:9])([CH3:6])([CH3:4])[CH3:5]. The yield is 0.910. (4) The reactants are [F:1][C:2]1[CH:3]=[C:4]([NH:9][C:10]([C:12]2[C:13](=[O:25])[N:14]([C:19]3[CH:24]=[CH:23][CH:22]=[CH:21][CH:20]=3)[N:15]([CH3:18])[C:16]=2[CH3:17])=[O:11])[CH:5]=[CH:6][C:7]=1[OH:8].CC(C)([O-])C.[K+].Cl[C:33]1[CH:38]=[CH:37][N:36]=[C:35]([C:39]([NH2:41])=[O:40])[CH:34]=1. The catalyst is CN(C=O)C. The product is [CH3:18][N:15]1[C:16]([CH3:17])=[C:12]([C:10]([NH:9][C:4]2[CH:5]=[CH:6][C:7]([O:8][C:33]3[CH:38]=[CH:37][N:36]=[C:35]([C:39]([NH2:41])=[O:40])[CH:34]=3)=[C:2]([F:1])[CH:3]=2)=[O:11])[C:13](=[O:25])[N:14]1[C:19]1[CH:20]=[CH:21][CH:22]=[CH:23][CH:24]=1. The yield is 0.430. (5) The reactants are [C:1]([O:5][C:6]([NH:8][C@@H:9]1[CH2:14][CH2:13][C@H:12]([C:15]([OH:17])=O)[CH2:11][CH2:10]1)=[O:7])([CH3:4])([CH3:3])[CH3:2].Cl.[N+:19]([C:22]1[CH:23]=[C:24]([CH:27]=[CH:28][CH:29]=1)[CH2:25][NH2:26])([O-:21])=[O:20].CN(C(ON1N=NC2C=CC=NC1=2)=[N+](C)C)C.F[P-](F)(F)(F)(F)F.CCN(CC)CC. The catalyst is C(Cl)Cl. The product is [C:1]([O:5][C:6](=[O:7])[NH:8][C@H:9]1[CH2:10][CH2:11][C@@H:12]([C:15](=[O:17])[NH:26][CH2:25][C:24]2[CH:27]=[CH:28][CH:29]=[C:22]([N+:19]([O-:21])=[O:20])[CH:23]=2)[CH2:13][CH2:14]1)([CH3:2])([CH3:3])[CH3:4]. The yield is 0.900. (6) The reactants are CC1(C)COB([C:8]2[CH:22]=[CH:21][C:11]([O:12][CH2:13][CH2:14][N:15]3[CH2:20][CH2:19][O:18][CH2:17][CH2:16]3)=[CH:10][CH:9]=2)OC1.Br[C:25]1[CH:26]=[C:27]2[C:31](=[CH:32][C:33]=1[Cl:34])[NH:30][CH:29]=[C:28]2[CH:35]=[O:36].C(=O)([O-])[O-].[K+].[K+].C1(C)C=CC=CC=1. The catalyst is C(O)C.C1C=CC(P(C2C=CC=CC=2)[C-]2C=CC=C2)=CC=1.C1C=CC(P(C2C=CC=CC=2)[C-]2C=CC=C2)=CC=1.Cl[Pd]Cl.[Fe+2].C(OCC)(=O)C. The product is [Cl:34][C:33]1[CH:32]=[C:31]2[C:27]([C:28]([CH:35]=[O:36])=[CH:29][NH:30]2)=[CH:26][C:25]=1[C:8]1[CH:9]=[CH:10][C:11]([O:12][CH2:13][CH2:14][N:15]2[CH2:16][CH2:17][O:18][CH2:19][CH2:20]2)=[CH:21][CH:22]=1. The yield is 0.570. (7) The reactants are Cl[C:2]1[N:10]=[C:9]([Cl:11])[CH:8]=[CH:7][C:3]=1[C:4]([NH2:6])=[O:5].BrC1C=CC(O)=C[C:14]=1[CH:20]1OC[CH2:22][O:21]1.[OH-].[Na+].[C:27](#[N:29])C. No catalyst specified. The product is [Cl:11][C:9]1[CH:8]=[CH:7][C:3]([C:4]([NH2:6])=[O:5])=[C:2]([N:29]([CH2:14][CH2:20][O:21][CH3:22])[CH3:27])[N:10]=1. The yield is 0.910.